Dataset: Full USPTO retrosynthesis dataset with 1.9M reactions from patents (1976-2016). Task: Predict the reactants needed to synthesize the given product. Given the product [I:1][C:2]1[CH:3]=[N:4][N:5]([CH3:10])[C:6]=1[C:7]#[N:9], predict the reactants needed to synthesize it. The reactants are: [I:1][C:2]1[CH:3]=[N:4][N:5]([CH3:10])[C:6]=1[C:7]([NH2:9])=O.N1C(C)=CC=CC=1C.FC(F)(F)C(OC(=O)C(F)(F)F)=O.C(=O)(O)[O-].[Na+].